This data is from Forward reaction prediction with 1.9M reactions from USPTO patents (1976-2016). The task is: Predict the product of the given reaction. (1) Given the reactants [CH3:1][O:2][C:3]1[CH:4]=[C:5]([OH:11])[CH:6]=[CH:7][C:8]=1[O:9][CH3:10].[CH2:12](Br)[C:13]#[CH:14].[C:16](=O)([O-])[O-].[K+].[K+].[NH4+].[Cl-], predict the reaction product. The product is: [CH2:12]([O:11][C:5]1[CH:6]=[CH:7][C:8]([O:9][CH3:10])=[C:3]([O:2][CH3:1])[CH:4]=1)[C:13]#[C:14][CH3:16]. (2) The product is: [Br:1][C:2]1[CH:18]=[CH:17][C:5]2[C:6]3[N:7]([CH:11]=[C:12]([C:14]([NH:41][C:38](=[NH:40])[CH3:39])=[O:16])[N:13]=3)[CH2:8][CH2:9][O:10][C:4]=2[CH:3]=1. Given the reactants [Br:1][C:2]1[CH:18]=[CH:17][C:5]2[C:6]3[N:7]([CH:11]=[C:12]([C:14]([OH:16])=O)[N:13]=3)[CH2:8][CH2:9][O:10][C:4]=2[CH:3]=1.C1(P(C2C=CC=CC=2)C2C=CC=CC=2)C=CC=CC=1.[C:38]([NH2:41])(=[NH:40])[CH3:39], predict the reaction product. (3) Given the reactants [OH:1][C@H:2]1[CH2:7][CH2:6][C@H:5]([C:8]([O:10]CC)=O)[CH2:4][CH2:3]1.O.[NH2:14][NH2:15], predict the reaction product. The product is: [OH:1][C@H:2]1[CH2:7][CH2:6][C@H:5]([C:8]([NH:14][NH2:15])=[O:10])[CH2:4][CH2:3]1.